From a dataset of Forward reaction prediction with 1.9M reactions from USPTO patents (1976-2016). Predict the product of the given reaction. (1) Given the reactants Cl[CH2:2][CH2:3][S:4](Cl)(=[O:6])=[O:5].[F:8][C:9]1[CH:10]=[C:11]([C:22]2[CH:27]=[CH:26][CH:25]=[CH:24][CH:23]=2)[CH:12]=[CH:13][C:14]=1[C:15]1[C:16]([NH2:21])=[N:17][CH:18]=[CH:19][CH:20]=1.O, predict the reaction product. The product is: [F:8][C:9]1[CH:10]=[C:11]([C:22]2[CH:23]=[CH:24][CH:25]=[CH:26][CH:27]=2)[CH:12]=[CH:13][C:14]=1[C:15]1[C:16]2=[N:21][S:4](=[O:6])(=[O:5])[CH2:3][CH2:2][N:17]2[CH:18]=[CH:19][CH:20]=1. (2) Given the reactants [CH2:1]([N:3]([C:31](=O)[C:32]1[CH:37]=[CH:36][C:35]([OH:38])=[CH:34][CH:33]=1)[C:4]1[CH:9]=[C:8]([O:10][CH3:11])[C:7]([O:12][CH3:13])=[CH:6][C:5]=1[CH:14]1[CH2:23][CH2:22][C:21]2[CH:20]=[C:19]([O:24]C(=O)C(C)(C)C)[CH:18]=[CH:17][C:16]=2[CH2:15]1)[CH3:2].Cl[CH2:41][C:42]([N:44]1[CH2:49][CH2:48][CH2:47][CH2:46][CH2:45]1)=O, predict the reaction product. The product is: [CH2:1]([N:3]([CH2:31][C:32]1[CH:33]=[CH:34][C:35]([O:38][CH2:41][CH2:42][N:44]2[CH2:49][CH2:48][CH2:47][CH2:46][CH2:45]2)=[CH:36][CH:37]=1)[C:4]1[CH:9]=[C:8]([O:10][CH3:11])[C:7]([O:12][CH3:13])=[CH:6][C:5]=1[CH:14]1[CH2:23][CH2:22][C:21]2[CH:20]=[C:19]([OH:24])[CH:18]=[CH:17][C:16]=2[CH2:15]1)[CH3:2]. (3) Given the reactants CI.[OH:3][C:4]1[CH:5]=[C:6]([CH:10]=[CH:11][C:12]=1[N+:13]([O-:15])=[O:14])[C:7](O)=[O:8].[C:16](=O)([O-])[O-].[K+].[K+].CN([CH:25]=[O:26])C, predict the reaction product. The product is: [CH3:16][O:3][C:4]1[CH:5]=[C:6]([CH:10]=[CH:11][C:12]=1[N+:13]([O-:15])=[O:14])[C:7]([O:26][CH3:25])=[O:8]. (4) Given the reactants Cl.[CH:2]([C:5]1[S:6][CH:7]=[C:8]([C:10]([N:12]2[CH2:17][C:16]3([CH2:22][CH2:21][NH:20][CH2:19][CH2:18]3)[O:15][CH2:14][CH2:13]2)=[O:11])[N:9]=1)([CH3:4])[CH3:3].Br[CH2:24][CH2:25][C:26]1[CH:27]=[C:28]([CH2:32][CH2:33][OH:34])[CH:29]=[CH:30][CH:31]=1.C(=O)([O-])[O-].[K+].[K+], predict the reaction product. The product is: [OH:34][CH2:33][CH2:32][C:28]1[CH:27]=[C:26]([CH:31]=[CH:30][CH:29]=1)[CH2:25][CH2:24][N:20]1[CH2:19][CH2:18][C:16]2([O:15][CH2:14][CH2:13][N:12]([C:10]([C:8]3[N:9]=[C:5]([CH:2]([CH3:4])[CH3:3])[S:6][CH:7]=3)=[O:11])[CH2:17]2)[CH2:22][CH2:21]1.